Dataset: Reaction yield outcomes from USPTO patents with 853,638 reactions. Task: Predict the reaction yield, written as a fraction of the theoretical maximum amount of product (1.0 means a 100% yield; for example, 0.34 means a 34% yield). (1) The reactants are [NH2:1][C:2]1[CH:10]=[CH:9][CH:8]=[C:7]([CH2:11][NH:12][C:13]([O:15][C:16]([CH3:19])([CH3:18])[CH3:17])=[O:14])[C:3]=1[C:4]([OH:6])=O.N1[CH:24]=[CH:23]N=C1.C(Cl)(=O)C.Cl.[NH2:30][CH:31]1[CH2:36][CH2:35][C:34](=[O:37])[NH:33][C:32]1=[O:38].P(OC1C=CC=CC=1)(OC1C=CC=CC=1)OC1C=CC=CC=1. The catalyst is C(#N)C.O. The product is [C:16]([O:15][C:13](=[O:14])[NH:12][CH2:11][C:7]1[CH:8]=[CH:9][CH:10]=[C:2]2[C:3]=1[C:4](=[O:6])[N:30]([CH:31]1[CH2:36][CH2:35][C:34](=[O:37])[NH:33][C:32]1=[O:38])[C:23]([CH3:24])=[N:1]2)([CH3:19])([CH3:18])[CH3:17]. The yield is 0.540. (2) The reactants are COC1C=CC(C[N:8]2[C:17]3[C:12](=[CH:13][C:14]([N:18]4[C:22]([C:23]([O:25][CH2:26][CH3:27])=[O:24])=[CH:21][C:20]([C:28]([CH3:31])([CH3:30])[CH3:29])=[N:19]4)=[CH:15][CH:16]=3)[CH:11]=[CH:10][C:9]2=[O:32])=CC=1. The catalyst is C(O)(C(F)(F)F)=O. The product is [C:28]([C:20]1[CH:21]=[C:22]([C:23]([O:25][CH2:26][CH3:27])=[O:24])[N:18]([C:14]2[CH:13]=[C:12]3[C:17](=[CH:16][CH:15]=2)[NH:8][C:9](=[O:32])[CH:10]=[CH:11]3)[N:19]=1)([CH3:29])([CH3:30])[CH3:31]. The yield is 0.900. (3) The reactants are [CH:1]([N:4]1[CH2:9][CH2:8][NH:7][CH2:6][CH2:5]1)([CH3:3])[CH3:2].[Cl:10][C:11]1[N:16]=[CH:15][C:14]([S:17](Cl)(=[O:19])=[O:18])=[CH:13][CH:12]=1. No catalyst specified. The product is [Cl:10][C:11]1[N:16]=[CH:15][C:14]([S:17]([N:7]2[CH2:8][CH2:9][N:4]([CH:1]([CH3:3])[CH3:2])[CH2:5][CH2:6]2)(=[O:19])=[O:18])=[CH:13][CH:12]=1. The yield is 0.890.